Task: Predict the product of the given reaction.. Dataset: Forward reaction prediction with 1.9M reactions from USPTO patents (1976-2016) (1) Given the reactants [Cl:1][C:2]1[CH:7]=[CH:6][N:5]=[C:4]([CH2:8][NH:9][C:10]2[O:11][C:12]3[C:18]([O:19][CH3:20])=[CH:17][C:16]([C:21]([OH:23])=O)=[CH:15][C:13]=3[N:14]=2)[CH:3]=1.[CH3:24][C:25]1([CH2:32][CH2:33][OH:34])[O:30][CH2:29][C@@H:28]([CH3:31])[NH:27][CH2:26]1.C(N(CC)C(C)C)(C)C.CN(C(ON1N=NC2C=CC=NC1=2)=[N+](C)C)C.F[P-](F)(F)(F)(F)F, predict the reaction product. The product is: [Cl:1][C:2]1[CH:7]=[CH:6][N:5]=[C:4]([CH2:8][NH:9][C:10]2[O:11][C:12]3[C:18]([O:19][CH3:20])=[CH:17][C:16]([C:21]([N:27]4[C@H:28]([CH3:31])[CH2:29][O:30][C:25]([CH2:32][CH2:33][OH:34])([CH3:24])[CH2:26]4)=[O:23])=[CH:15][C:13]=3[N:14]=2)[CH:3]=1. (2) Given the reactants [CH2:1]([O:3][C:4](=[O:20])[C:5]1[CH:10]=[C:9]([Cl:11])[C:8]([CH2:12][N:13]2[CH2:18][CH2:17][NH:16][CH2:15][CH2:14]2)=[CH:7][C:6]=1[NH2:19])[CH3:2].C(N(CC)CC)C.[CH3:28][C:29]([O:32][C:33](O[C:33]([O:32][C:29]([CH3:31])([CH3:30])[CH3:28])=[O:34])=[O:34])([CH3:31])[CH3:30].O, predict the reaction product. The product is: [C:29]([O:32][C:33]([N:16]1[CH2:17][CH2:18][N:13]([CH2:12][C:8]2[CH:7]=[C:6]([NH2:19])[C:5]([C:4]([O:3][CH2:1][CH3:2])=[O:20])=[CH:10][C:9]=2[Cl:11])[CH2:14][CH2:15]1)=[O:34])([CH3:31])([CH3:30])[CH3:28]. (3) Given the reactants C(Cl)Cl.[F:4][C:5]1[N:10]=[C:9]([F:11])[C:8]([F:12])=[C:7](F)[C:6]=1[F:14].[CH3:15][NH:16][CH3:17], predict the reaction product. The product is: [CH3:15][N:16]([CH3:17])[C:7]1[C:6]([F:14])=[C:5]([F:4])[N:10]=[C:9]([F:11])[C:8]=1[F:12]. (4) Given the reactants [CH3:1][C:2]1[CH:7]=[CH:6][C:5]([C:8]2[O:9][C:10]([CH3:13])=[N:11][N:12]=2)=[CH:4][C:3]=1[C:14]1[CH:19]=[CH:18][C:17]([C:20]([NH:22][CH2:23][C:24]2[CH:29]=[CH:28][C:27]([CH3:30])=[CH:26][CH:25]=2)=[O:21])=[CH:16][CH:15]=1.I[CH3:32], predict the reaction product. The product is: [CH3:1][C:2]1[CH:7]=[CH:6][C:5]([C:8]2[O:9][C:10]([CH3:13])=[N:11][N:12]=2)=[CH:4][C:3]=1[C:14]1[CH:19]=[CH:18][C:17]([C:20]([N:22]([CH3:32])[CH2:23][C:24]2[CH:25]=[CH:26][C:27]([CH3:30])=[CH:28][CH:29]=2)=[O:21])=[CH:16][CH:15]=1.